From a dataset of Reaction yield outcomes from USPTO patents with 853,638 reactions. Predict the reaction yield, written as a fraction of the theoretical maximum amount of product (1.0 means a 100% yield; for example, 0.34 means a 34% yield). (1) The reactants are [NH2:1][C:2]1[CH:7]=[CH:6][C:5]([C:8]2[CH:16]=[C:15]3[C:11]([CH2:12][N:13]([C@@H:18]([CH:23]([CH3:25])[CH3:24])[C:19]([O:21][CH3:22])=[O:20])[C:14]3=[O:17])=[CH:10][CH:9]=2)=[CH:4][CH:3]=1.[CH2:26]([C:30]1[CH:31]=[CH:32][C:33]([C:36](Cl)=[O:37])=[N:34][CH:35]=1)[CH2:27][CH2:28][CH3:29]. No catalyst specified. The product is [CH2:26]([C:30]1[CH:31]=[CH:32][C:33]([C:36]([NH:1][C:2]2[CH:3]=[CH:4][C:5]([C:8]3[CH:16]=[C:15]4[C:11]([CH2:12][N:13]([C@@H:18]([CH:23]([CH3:25])[CH3:24])[C:19]([O:21][CH3:22])=[O:20])[C:14]4=[O:17])=[CH:10][CH:9]=3)=[CH:6][CH:7]=2)=[O:37])=[N:34][CH:35]=1)[CH2:27][CH2:28][CH3:29]. The yield is 0.600. (2) The reactants are [CH3:1][C:2]1[CH:11]=[CH:10][C:9]2[C:4](=[CH:5][CH:6]=[CH:7][C:8]=2[N:12]2[CH2:17][CH2:16][N:15]([CH2:18][CH2:19][C:20]3[CH:21]=[C:22]([CH:24]=[CH:25][CH:26]=3)[NH2:23])[CH2:14][CH2:13]2)[N:3]=1.[CH3:27][C:28]([CH3:33])([CH3:32])[C:29](Cl)=[O:30]. No catalyst specified. The product is [CH3:27][C:28]([CH3:33])([CH3:32])[C:29]([NH:23][C:22]1[CH:24]=[CH:25][CH:26]=[C:20]([CH2:19][CH2:18][N:15]2[CH2:14][CH2:13][N:12]([C:8]3[CH:7]=[CH:6][CH:5]=[C:4]4[C:9]=3[CH:10]=[CH:11][C:2]([CH3:1])=[N:3]4)[CH2:17][CH2:16]2)[CH:21]=1)=[O:30]. The yield is 0.660.